From a dataset of Full USPTO retrosynthesis dataset with 1.9M reactions from patents (1976-2016). Predict the reactants needed to synthesize the given product. (1) Given the product [N:25]1[O:26][N:27]=[C:23]2[CH:22]=[C:21]([C:19](=[O:20])[C:7]#[C:6][C:4]([CH3:8])([O:3][Si:2]([CH3:10])([CH3:9])[CH3:1])[CH3:5])[CH:29]=[CH:28][C:24]=12, predict the reactants needed to synthesize it. The reactants are: [CH3:1][Si:2]([CH3:10])([CH3:9])[O:3][C:4]([CH3:8])([C:6]#[CH:7])[CH3:5].[Li]CCCC.CON(C)[C:19]([C:21]1[CH:29]=[CH:28][C:24]2=[N:25][O:26][N:27]=[C:23]2[CH:22]=1)=[O:20]. (2) The reactants are: Cl[CH2:2][CH2:3][CH2:4][CH2:5][CH:6]1[CH2:10][CH2:9][CH:8]([C:11]2[CH:16]=[CH:15][C:14]([F:17])=[CH:13][CH:12]=2)[N:7]1[S:18]([C:21]1[CH:26]=[CH:25][C:24]([CH3:27])=[CH:23][CH:22]=1)(=[O:20])=[O:19].[CH3:28][C:29]1[N:30]=[CH:31][NH:32][CH:33]=1. Given the product [F:17][C:14]1[CH:15]=[CH:16][C:11]([CH:8]2[N:7]([S:18]([C:21]3[CH:22]=[CH:23][C:24]([CH3:27])=[CH:25][CH:26]=3)(=[O:20])=[O:19])[CH:6]([CH2:5][CH2:4][CH2:3][CH2:2][N:32]3[CH:33]=[C:29]([CH3:28])[N:30]=[CH:31]3)[CH2:10][CH2:9]2)=[CH:12][CH:13]=1, predict the reactants needed to synthesize it. (3) Given the product [CH2:1]([C:14]1[CH:22]=[CH:21][CH:20]=[C:19]([N+:23]([O-:25])=[O:24])[C:15]=1[C:16]([O:18][CH3:5])=[O:17])[CH:2]=[CH2:3], predict the reactants needed to synthesize it. The reactants are: [CH2:1](Br)[CH:2]=[CH2:3].[C:5](ON=O)(C)(C)C.CN[C:14]1[C:15](=[C:19]([N+:23]([O-:25])=[O:24])[CH:20]=[CH:21][CH:22]=1)[C:16]([OH:18])=[O:17]. (4) Given the product [Cl:18][C:19]1[CH:37]=[CH:36][C:22]([O:23][CH2:24][C:25]2[N:29]([CH3:30])[N:28]=[CH:27][C:26]=2[C:31]2[O:1][N:2]=[C:3]([C:5]3[CH:6]=[C:7]([S:11]([NH2:12])(=[O:13])=[O:14])[CH:8]=[CH:9][CH:10]=3)[N:4]=2)=[CH:21][CH:20]=1, predict the reactants needed to synthesize it. The reactants are: [OH:1][NH:2][C:3]([C:5]1[CH:10]=[CH:9][CH:8]=[C:7]([S:11](=[O:14])(=[O:13])[NH2:12])[CH:6]=1)=[NH:4].C[O-].[Na+].[Cl:18][C:19]1[CH:37]=[CH:36][C:22]([O:23][CH2:24][C:25]2[N:29]([CH3:30])[N:28]=[CH:27][C:26]=2[C:31](OCC)=O)=[CH:21][CH:20]=1. (5) The reactants are: [NH:1]1[C:9]2[C:4](=[CH:5][C:6]([C:10]([OH:12])=[O:11])=[CH:7][CH:8]=2)[CH:3]=[N:2]1.OS(O)(=O)=O.[CH3:18]O. Given the product [NH:1]1[C:9]2[C:4](=[CH:5][C:6]([C:10]([O:12][CH3:18])=[O:11])=[CH:7][CH:8]=2)[CH:3]=[N:2]1, predict the reactants needed to synthesize it.